Predict which catalyst facilitates the given reaction. From a dataset of Catalyst prediction with 721,799 reactions and 888 catalyst types from USPTO. Reactant: Cl.[NH:2]1[CH2:6][CH2:5][CH2:4][C@H:3]1[C:7]([O:9][CH2:10][CH3:11])=[O:8].[CH:12]1[CH:17]=[CH:16][C:15]([CH2:18][O:19][C:20](Cl)=[O:21])=[CH:14][CH:13]=1. Product: [N:2]1([C:20]([O:19][CH2:18][C:15]2[CH:16]=[CH:17][CH:12]=[CH:13][CH:14]=2)=[O:21])[CH2:6][CH2:5][CH2:4][C@H:3]1[C:7]([O:9][CH2:10][CH3:11])=[O:8]. The catalyst class is: 2.